Task: Predict the reactants needed to synthesize the given product.. Dataset: Full USPTO retrosynthesis dataset with 1.9M reactions from patents (1976-2016) (1) Given the product [CH3:14][C@H:15]1[NH:16][C@@H:17]([CH3:21])[CH2:18][N:19]([CH2:8][C:7]2[CH:10]=[CH:11][C:4]([O:3][C:2]([F:13])([F:12])[F:1])=[CH:5][CH:6]=2)[CH2:20]1, predict the reactants needed to synthesize it. The reactants are: [F:1][C:2]([F:13])([F:12])[O:3][C:4]1[CH:11]=[CH:10][C:7]([CH:8]=O)=[CH:6][CH:5]=1.[CH3:14][C@H:15]1[CH2:20][NH:19][CH2:18][C@@H:17]([CH3:21])[NH:16]1.C(O[BH-](OC(=O)C)OC(=O)C)(=O)C.[Na+]. (2) Given the product [CH3:5][N:13]1[C:14]([C:16]([OH:18])=[O:17])=[CH:15][C:11]([CH2:8][CH2:9][CH3:10])=[N:12]1, predict the reactants needed to synthesize it. The reactants are: S(OC)(O[CH3:5])(=O)=O.[CH2:8]([C:11]1[CH:15]=[C:14]([C:16]([O:18]CC)=[O:17])[NH:13][N:12]=1)[CH2:9][CH3:10].[OH-].[Na+].